From a dataset of HIV replication inhibition screening data with 41,000+ compounds from the AIDS Antiviral Screen. Binary Classification. Given a drug SMILES string, predict its activity (active/inactive) in a high-throughput screening assay against a specified biological target. (1) The molecule is CC(=O)Nc1ncc([N+](=O)[O-])s1. The result is 0 (inactive). (2) The compound is CCN(CCCl)CCCCNc1c2ccccc2nc2ccc(OC)cc12.Cl. The result is 0 (inactive). (3) The drug is Cc1cccc2c1CC1(Cc3ccccc3C1=O)C2=O. The result is 0 (inactive). (4) The compound is CCc1c(Cc2[nH]c(Cc3[nH]c(C=O)c(C)c3CC)c(CC)c2CC)[nH]c(C=O)c1C. The result is 0 (inactive). (5) The compound is CSc1c(C#N)c(O)nc(N)c1C(=O)Nc1ccc(C)cc1. The result is 1 (active). (6) The molecule is ClC1CCC2OOC1O2. The result is 0 (inactive). (7) The molecule is COc1cccc(C=C2SC(NNc3nc(C)c(C)s3)=NC2=O)c1O. The result is 0 (inactive).